From a dataset of Serine/threonine kinase 33 screen with 319,792 compounds. Binary Classification. Given a drug SMILES string, predict its activity (active/inactive) in a high-throughput screening assay against a specified biological target. (1) The compound is O(C(=O)c1n(nnc1C(OC)=O)CC(=O)NC(=O)Nc1ccccc1)C. The result is 0 (inactive). (2) The compound is S(=O)(=O)(N1CCCCC1)c1cc(NC(=O)c2cc3OCOc3cc2)c(OC)cc1. The result is 0 (inactive). (3) The compound is Brc1ccc(OCC(=O)Nc2ncc([N+]([O-])=O)cc2)cc1. The result is 0 (inactive). (4) The molecule is O(Cc1ccc(cc1)C(=O)NN)c1c2ncccc2ccc1. The result is 0 (inactive). (5) The drug is Clc1c(S(=O)(=O)N)cc(C(=O)NN2C(CCCC2C)C)cc1. The result is 0 (inactive). (6) The compound is s1c(C2n3[nH]c(cc3=c3c(=N2)cccc3)C)c(cc1)C. The result is 0 (inactive). (7) The molecule is Clc1ccc(NC(=O)COC(=O)CNC(=O)c2c(F)cccc2)nc1. The result is 0 (inactive). (8) The drug is Clc1ccc(/C=N\Nc2nc(NCc3ccccc3)nc(c2)C)cc1. The result is 0 (inactive). (9) The molecule is O(CC(O)CNC(=O)Nc1ccccc1)c1ccc(OC)cc1. The result is 0 (inactive).